Dataset: Full USPTO retrosynthesis dataset with 1.9M reactions from patents (1976-2016). Task: Predict the reactants needed to synthesize the given product. (1) Given the product [Cl:25][C:5]1[CH:6]=[CH:7][CH:8]=[C:9]2[C:4]=1[N:3]=[C:2]([N:30]1[CH:31]=[CH:32][C:28]([C:27]([F:34])([F:33])[F:26])=[N:29]1)[C:11]([C@@H:12]([N:14]1[C:15](=[O:24])[C:16]3[C:21](=[CH:20][CH:19]=[CH:18][CH:17]=3)[C:22]1=[O:23])[CH3:13])=[CH:10]2, predict the reactants needed to synthesize it. The reactants are: Cl[C:2]1[C:11]([C@@H:12]([N:14]2[C:22](=[O:23])[C:21]3[C:16](=[CH:17][CH:18]=[CH:19][CH:20]=3)[C:15]2=[O:24])[CH3:13])=[CH:10][C:9]2[C:4](=[C:5]([Cl:25])[CH:6]=[CH:7][CH:8]=2)[N:3]=1.[F:26][C:27]([F:34])([F:33])[C:28]1[CH:32]=[CH:31][NH:30][N:29]=1.C(=O)([O-])[O-].[Cs+].[Cs+].CN(C=O)C. (2) Given the product [C:15]1([C:6]2[C:7]([C:9]3[CH:14]=[CH:13][CH:12]=[CH:11][CH:10]=3)=[CH:8][C:3]([OH:2])=[CH:4][CH:5]=2)[C:28]2[C:29]3=[C:30]4[C:25](=[CH:26][CH:27]=2)[CH:24]=[CH:23][CH:22]=[C:21]4[CH:20]=[CH:19][C:18]3=[CH:17][CH:16]=1, predict the reactants needed to synthesize it. The reactants are: C[O:2][C:3]1[CH:4]=[CH:5][C:6]([C:15]2[C:28]3[C:29]4=[C:30]5[C:25](=[CH:26][CH:27]=3)[CH:24]=[CH:23][CH:22]=[C:21]5[CH:20]=[CH:19][C:18]4=[CH:17][CH:16]=2)=[C:7]([C:9]2[CH:14]=[CH:13][CH:12]=[CH:11][CH:10]=2)[CH:8]=1.B(Br)(Br)Br. (3) Given the product [Br:16][C:17]1[CH:26]=[C:25]2[C:20]([CH2:21][CH2:22][N:23]([C:2]3[CH:7]=[C:6]([N:8]4[CH2:13][CH2:12][N:11]([CH3:14])[CH2:10][CH2:9]4)[N:5]=[C:4]([NH2:15])[N:3]=3)[CH2:24]2)=[CH:19][CH:18]=1, predict the reactants needed to synthesize it. The reactants are: Cl[C:2]1[CH:7]=[C:6]([N:8]2[CH2:13][CH2:12][N:11]([CH3:14])[CH2:10][CH2:9]2)[N:5]=[C:4]([NH2:15])[N:3]=1.[Br:16][C:17]1[CH:26]=[C:25]2[C:20]([CH2:21][CH2:22][NH:23][CH2:24]2)=[CH:19][CH:18]=1.CN1CCOCC1.O. (4) Given the product [N:13]1[CH:14]=[CH:15][CH:16]=[CH:17][C:12]=1[NH:10][N:11]=[C:1]([C:4]1[CH:9]=[CH:8][CH:7]=[CH:6][N:5]=1)[CH3:2], predict the reactants needed to synthesize it. The reactants are: [C:1]([C:4]1[CH:9]=[CH:8][CH:7]=[CH:6][N:5]=1)(=O)[CH3:2].[NH:10]([C:12]1[CH:17]=[CH:16][CH:15]=[CH:14][N:13]=1)[NH2:11]. (5) Given the product [CH2:3]([O:10][C:11]1[CH:12]=[C:13]2[C:18](=[CH:19][CH:20]=1)[N:17]=[C:16]([CH2:1][NH2:2])[C:15]([N+:21]([O-:23])=[O:22])=[CH:14]2)[C:4]1[CH:9]=[CH:8][CH:7]=[CH:6][CH:5]=1, predict the reactants needed to synthesize it. The reactants are: [CH3:1][NH2:2].[CH2:3]([O:10][C:11]1[CH:12]=[C:13]2[C:18](=[CH:19][CH:20]=1)[N:17]=[CH:16][C:15]([N+:21]([O-:23])=[O:22])=[C:14]2Cl)[C:4]1[CH:9]=[CH:8][CH:7]=[CH:6][CH:5]=1.